Dataset: Experimentally validated miRNA-target interactions with 360,000+ pairs, plus equal number of negative samples. Task: Binary Classification. Given a miRNA mature sequence and a target amino acid sequence, predict their likelihood of interaction. (1) The miRNA is cel-miR-246-3p with sequence UUACAUGUUUCGGGUAGGAGC. The protein sequence of the target gene is MSQGLPAAGSVLQRSVAAPGNQPQPQPQQQSPEDDDRKVRRREKNRVAAQRSRKKQTQKADKLHEEYESLEQENTMLRREIGKLTEELKHLTEALKEHEKMCPLLLCPMNFVPVPPRPDPVAGCLPR. Result: 0 (no interaction). (2) The miRNA is hsa-miR-6731-5p with sequence UGGGAGAGCAGGGUAUUGUGGA. The protein sequence of the target gene is MATLSRRSLRFLETQSRRDSCDTPFSLTSSMEWDTQVVEGFSPLGSSESKVKASPVDLRLPAWLEPERCAVFHCARCYAVLGDTLHLAWDLSRSLGALAFSKVTNNVVLLEPFLVGIEGFLKSSTYNLLFCNSCGTPVGFHLYSTHAAMAALRGHFCLSSDKMLCYLLKTNAIVNTSEMDFHNVPLPEKIAELKEKIMLMHTRLNSLTGLLKGKSPHQFKQENQQARKQHILGLTASPKIL. Result: 0 (no interaction). (3) The miRNA is mmu-miR-540-5p with sequence CAAGGGUCACCCUCUGACUCUGU. The protein sequence of the target gene is MEFGLLGEAEARSPALSLSDAGTPHPPLPEHGCKGQEHSDSEKASASLPGGSPEDGSLKKKQRRQRTHFTSQQLQELEATFQRNRYPDMSTREEIAVWTNLTEARVRVWFKNRRAKWRKRERSQQAELCKGGFAAPLGGLVPPYEEVYPGYSYGNWPPKALAPPLAAKTFPFAFNSVNVGPLASQPVFSPPSSIAASMVPSAAAAPGTVPGPGALQGLGGAPPGLAPAAVSSGAVSCPYASAAAAAAAAASSPYVYRDPCNSSLASLRLKAKQHASFSYPAVPGPPPAANLSPCQYAVER.... Result: 0 (no interaction). (4) The miRNA is mmu-miR-3090-3p with sequence UCCCAGGUGACACCCUGACUCA. The protein sequence of the target gene is MAASIFTGAVRAASGIFRPLNVLASSTYRNCARNACLNSSLCTIHFRHIQTSVVSSAPRLVTSVGHLAYGHTTTVLNRVATLVPSVLKPPVRALTYCSTRKGKRKTVKSVVHRFLRLHSGLWLRRKAGYKKKLWKKSTARKKRLREFVFCSKTQSKLLDKMTTSFWKRRNWYAGDPYQMYHDRTNLRV. Result: 1 (interaction). (5) The miRNA is hsa-miR-6769a-5p with sequence AGGUGGGUAUGGAGGAGCCCU. The protein sequence of the target gene is MGLSAAAPLWGPPGLLLAIALHPALSVPPRRDYCVLGAGPAGLQMAYFLQRAGRDYAVFERAPRPGSFFTRYPRHRKLISINKRYTGKANAEFNLRHDWNSLLSHDPRLLFRHYSRAYFPDARDMVRYLGDFADTLGLRVQYNTTIAHVTLDKDRQAWNGHYFILTDQKGQVHQCSVLFVATGLSVPNQVDFPGSEYAEGYESVSVDPEDFVGQNVLILGRGNSAFETAENILGVTNFIHMLSRSRVRLSWATHYVGDLRAINNGLLDTYQLKSLDGLLESDLTDLAILKDSKGKFHVTP.... Result: 1 (interaction). (6) The miRNA is cel-miR-355-5p with sequence UUUGUUUUAGCCUGAGCUAUG. The protein sequence of the target gene is MDEEYDVIVLGTGLTECILSGIMSVNGKKVLHMDRNPYYGGESSSITPLEELYKRFQLLEGPPESMGRGRDWNVDLIPKFLMANGQLVKMLLYTEVTRYLDFKVVEGSFVYKGGKIYKVPSTETEALASNLMGMFEKRRFRKFLVFVANFDENDPKTFEGVDPQTTSMRDVYRKFDLGQDVIDFTGHALALYRTDDYLDQPCLETVNRIKLYSESLARYGKSPYLYPLYGLGELPQGFARLSAIYGGTYMLNKPVDDIIMENGKVVGVKSEGEVARCKQLICDPSYIPDRVRKAGQVIRI.... Result: 0 (no interaction). (7) The miRNA is hsa-miR-125a-3p with sequence ACAGGUGAGGUUCUUGGGAGCC. The protein sequence of the target gene is MSGASSSEQNNNSYETKTPNLRMSEKKCSWASYMTNSPTLIVMIGLPARGKTYVSKKLTRYLNWIGVPTKVFNLGVYRREAVKSYKSYDFFRHDNEEAMKIRKQCALVALEDVKAYLTEENGQIAVFDATNTTRERRDMILNFAEQNSFKVFFVESVCDDPDVIAANILEVKVSSPDYPERNRENVMEDFLKRIECYKVTYRPLDPDNYDKDLSFIKVINVGQRFLVNRVQDYIQSKIVYYLMNIHVQPRTIYLCRHGESEFNLLGKIGGDSGLSVRGKQFAQALRKFLEEQEITDLKVW.... Result: 1 (interaction). (8) The miRNA is hsa-miR-3934-3p with sequence UGCUCAGGUUGCACAGCUGGGA. The protein sequence of the target gene is MGLPKLVCVFLFAACCCCRRAAGVPGEEKQPVPTPDLVEAEVGSTALLKCGPSRASGNFSQVDWFLIHKERQILIFRVHQGKGQREPGEYEHRLSLQDSVATLALSHVTPHDERMFLCKSKRPRLQDHYVELQVFKAPEEPTIQANVVGIHVDRQELREVATCVGRNGYPIPQVLWYKNSLPLQEEENRVHIQSSQIVESSGLYTLKSVLSARLVKEDKDAQFYCELSYRLPSGNHMKESKEVTVPVFYPAEKVWVEVEPVGLLKEGDHVTIRCLTDGNPQPHFTINKKDPSTGEMEEES.... Result: 0 (no interaction).